This data is from NCI-60 drug combinations with 297,098 pairs across 59 cell lines. The task is: Regression. Given two drug SMILES strings and cell line genomic features, predict the synergy score measuring deviation from expected non-interaction effect. (1) Drug 1: CCN(CC)CCNC(=O)C1=C(NC(=C1C)C=C2C3=C(C=CC(=C3)F)NC2=O)C. Drug 2: CC1=C(C(=O)C2=C(C1=O)N3CC4C(C3(C2COC(=O)N)OC)N4)N. Cell line: MDA-MB-435. Synergy scores: CSS=2.12, Synergy_ZIP=-1.90, Synergy_Bliss=-0.902, Synergy_Loewe=-8.04, Synergy_HSA=-3.79. (2) Drug 1: CN1C2=C(C=C(C=C2)N(CCCl)CCCl)N=C1CCCC(=O)O.Cl. Cell line: HOP-92. Synergy scores: CSS=17.1, Synergy_ZIP=1.14, Synergy_Bliss=2.11, Synergy_Loewe=-23.5, Synergy_HSA=-4.23. Drug 2: CN(CCCl)CCCl.Cl.